From a dataset of Full USPTO retrosynthesis dataset with 1.9M reactions from patents (1976-2016). Predict the reactants needed to synthesize the given product. (1) The reactants are: Br[C:2]1[CH:7]=[C:6]([F:8])[CH:5]=[CH:4][C:3]=1[C:9]1([NH2:12])[CH2:11][CH2:10]1.CCN(C(C)C)C(C)C.CN([CH:25]=[O:26])C. Given the product [F:8][C:6]1[CH:7]=[C:2]2[C:3](=[CH:4][CH:5]=1)[C:9]1([CH2:11][CH2:10]1)[NH:12][C:25]2=[O:26], predict the reactants needed to synthesize it. (2) Given the product [CH2:27]([CH:29]([CH2:40][CH2:41][CH2:42][CH3:43])[CH2:30][N:31]1[C:36]([OH:37])=[C:35](/[N:23]=[N:19]/[C:18]2[CH:17]=[CH:16][C:15]([CH2:1][CH2:2][CH2:3][CH2:4][CH2:5][CH2:6][CH2:7][CH2:8][CH2:9][CH2:10][CH2:11][CH2:12][CH2:13][CH3:14])=[CH:21][CH:20]=2)[C:34]([CH3:38])=[CH:33][C:32]1=[O:39])[CH3:28], predict the reactants needed to synthesize it. The reactants are: [CH2:1]([C:15]1[CH:21]=[CH:20][C:18]([NH2:19])=[CH:17][CH:16]=1)[CH2:2][CH2:3][CH2:4][CH2:5][CH2:6][CH2:7][CH2:8][CH2:9][CH2:10][CH2:11][CH2:12][CH2:13][CH3:14].O.[N:23]([O-])=O.[Na+].[CH2:27]([CH:29]([CH2:40][CH2:41][CH2:42][CH3:43])[CH2:30][N:31]1[C:36]([OH:37])=[CH:35][C:34]([CH3:38])=[CH:33][C:32]1=[O:39])[CH3:28].